This data is from Forward reaction prediction with 1.9M reactions from USPTO patents (1976-2016). The task is: Predict the product of the given reaction. (1) Given the reactants Br[C:2]1[CH:3]=[C:4]([NH:10][C:11]2[CH:16]=[CH:15][C:14]([C:17]([N:19]3[CH2:24][CH2:23][O:22][CH2:21][CH2:20]3)=[O:18])=[CH:13][N:12]=2)[C:5](=[O:9])[N:6]([CH3:8])[CH:7]=1.[CH3:25][N:26]([CH3:53])[C:27]1[CH:28]=[C:29]2[C:34](=[CH:35][CH:36]=1)[C:33](=[O:37])[N:32]([C:38]1[CH:43]=[CH:42][CH:41]=[C:40](B3OC(C)(C)C(C)(C)O3)[CH:39]=1)[CH2:31][CH2:30]2.C(=O)([O-])[O-].[Na+].[Na+], predict the reaction product. The product is: [CH3:25][N:26]([CH3:53])[C:27]1[CH:28]=[C:29]2[C:34](=[CH:35][CH:36]=1)[C:33](=[O:37])[N:32]([C:38]1[CH:43]=[CH:42][CH:41]=[C:40]([C:2]3[CH:3]=[C:4]([NH:10][C:11]4[CH:16]=[CH:15][C:14]([C:17]([N:19]5[CH2:24][CH2:23][O:22][CH2:21][CH2:20]5)=[O:18])=[CH:13][N:12]=4)[C:5](=[O:9])[N:6]([CH3:8])[CH:7]=3)[CH:39]=1)[CH2:31][CH2:30]2. (2) The product is: [F:29][C:30]1[CH:37]=[CH:36][C:33]([CH:34]([OH:35])[C:22]2[O:21][CH:25]=[CH:24][C:23]=2[C:26]([OH:28])=[O:27])=[CH:32][CH:31]=1. Given the reactants C([N-]C(C)C)(C)C.[Li+].C(NC(C)C)(C)C.C([Li])CCC.[O:21]1[CH:25]=[CH:24][C:23]([C:26]([OH:28])=[O:27])=[CH:22]1.[F:29][C:30]1[CH:37]=[CH:36][C:33]([CH:34]=[O:35])=[CH:32][CH:31]=1, predict the reaction product. (3) Given the reactants [C:1](#[N:8])[C:2]1[CH:7]=[CH:6][N:5]=[CH:4][CH:3]=1.S(OOS([O-])(=O)=O)([O-])(=O)=O.[NH4+].[NH4+].S(=O)(=O)(O)O.[O:26]=[C:27](C)[CH2:28]C(O)=O.C(=O)([O-])[O-].[Na+].[Na+], predict the reaction product. The product is: [C:27]([C:4]1[CH:3]=[C:2]([CH:7]=[CH:6][N:5]=1)[C:1]#[N:8])(=[O:26])[CH3:28]. (4) Given the reactants [C:1]([C:5]1[S:9][C:8]([C:10]([OH:12])=O)=[CH:7][CH:6]=1)([CH3:4])([CH3:3])[CH3:2].CCN(C(C)C)C(C)C.CN(C(ON1N=NC2C=CC=NC1=2)=[N+](C)C)C.F[P-](F)(F)(F)(F)F.Cl.[NH2:47][C@@H:48]([CH2:56][C:57]1[CH:62]=[CH:61][C:60]([Br:63])=[CH:59][CH:58]=1)[C:49]([NH:51][S:52]([CH3:55])(=[O:54])=[O:53])=[O:50], predict the reaction product. The product is: [Br:63][C:60]1[CH:61]=[CH:62][C:57]([CH2:56][C@H:48]([NH:47][C:10]([C:8]2[S:9][C:5]([C:1]([CH3:2])([CH3:3])[CH3:4])=[CH:6][CH:7]=2)=[O:12])[C:49]([NH:51][S:52]([CH3:55])(=[O:54])=[O:53])=[O:50])=[CH:58][CH:59]=1. (5) Given the reactants [C@@H:1]1([N:9]2[CH:13]=[C:12](I)[CH:11]=[C:10]2[N+:15]([O-:17])=[O:16])[O:6][C@H:5]([CH2:7][OH:8])[C@@H:3]([OH:4])[CH2:2]1.C(#N)C.C(N(CC)CC)C.[CH2:28]([NH:31][C:32](=[O:45])[CH2:33][CH2:34][CH2:35][CH2:36][CH2:37][NH:38][C:39](=[O:44])[C:40]([F:43])([F:42])[F:41])[C:29]#[CH:30], predict the reaction product. The product is: [C@@H:1]1([N:9]2[CH:13]=[C:12]([C:30]#[C:29][CH2:28][NH:31][C:32](=[O:45])[CH2:33][CH2:34][CH2:35][CH2:36][CH2:37][NH:38][C:39](=[O:44])[C:40]([F:42])([F:43])[F:41])[CH:11]=[C:10]2[N+:15]([O-:17])=[O:16])[O:6][C@H:5]([CH2:7][OH:8])[C@@H:3]([OH:4])[CH2:2]1. (6) Given the reactants [OH:1][CH2:2][C:3]1[CH:11]=[CH:10][C:6]([C:7]([OH:9])=O)=[CH:5][CH:4]=1.C(Cl)CCl.CCN(CC)CC.[CH:23]1[CH:24]=[CH:25][C:26]2N(O)N=[N:29][C:27]=2[CH:28]=1.C1(N)CCCCC1, predict the reaction product. The product is: [CH:27]1([NH:29][C:7](=[O:9])[C:6]2[CH:5]=[CH:4][C:3]([CH2:2][OH:1])=[CH:11][CH:10]=2)[CH2:28][CH2:23][CH2:24][CH2:25][CH2:26]1. (7) Given the reactants C(OC([NH:6][N:7]=[C:8]([C:18]1[C:19]([Cl:25])=[N:20][CH:21]=[C:22]([Br:24])[CH:23]=1)[CH2:9][C:10]1[CH:15]=[CH:14][CH:13]=[C:12]([Cl:16])[C:11]=1[Cl:17])=O)C.[S:26](Cl)(Cl)=O, predict the reaction product. The product is: [Br:24][C:22]1[CH:23]=[C:18]([C:8]2[N:7]=[N:6][S:26][C:9]=2[C:10]2[CH:15]=[CH:14][CH:13]=[C:12]([Cl:16])[C:11]=2[Cl:17])[C:19]([Cl:25])=[N:20][CH:21]=1.